Predict the product of the given reaction. From a dataset of Forward reaction prediction with 1.9M reactions from USPTO patents (1976-2016). (1) Given the reactants [CH2:1]([NH:3][C:4]1[C:5]2[C:16]([C:17]3[CH:22]=[CH:21][CH:20]=[CH:19][CH:18]=3)=[C:15]([C:23]3[CH:28]=[CH:27][C:26]([C:29]4([NH:33][C:34](=[O:40])[O:35][C:36]([CH3:39])([CH3:38])[CH3:37])[CH2:32][CH2:31][CH2:30]4)=[CH:25][CH:24]=3)[O:14][C:6]=2[N:7]=[C:8](S(C)(=O)=O)[N:9]=1)[CH3:2].[NH2:41][CH2:42][CH2:43][OH:44], predict the reaction product. The product is: [CH2:1]([NH:3][C:4]1[C:5]2[C:16]([C:17]3[CH:22]=[CH:21][CH:20]=[CH:19][CH:18]=3)=[C:15]([C:23]3[CH:28]=[CH:27][C:26]([C:29]4([NH:33][C:34](=[O:40])[O:35][C:36]([CH3:39])([CH3:38])[CH3:37])[CH2:32][CH2:31][CH2:30]4)=[CH:25][CH:24]=3)[O:14][C:6]=2[N:7]=[C:8]([NH:41][CH2:42][CH2:43][OH:44])[N:9]=1)[CH3:2]. (2) Given the reactants [Br:1][C:2]1[C:3]([C:14](=[S:16])[NH2:15])=[CH:4][C:5]([NH:8][C:9]([NH:11][CH2:12][CH3:13])=[O:10])=[N:6][CH:7]=1.[CH3:17]OC1C=CC(P2(SP(C3C=CC(OC)=CC=3)(=S)S2)=S)=CC=1, predict the reaction product. The product is: [Br:1][C:2]1[C:3]([C:14](=[S:16])[NH2:15])=[CH:4][C:5]([NH:8][C:9]([NH:11][CH:12]([CH3:17])[CH3:13])=[O:10])=[N:6][CH:7]=1. (3) Given the reactants [O:1]=[C:2]1[N:6]([C:7]2[CH:12]=[CH:11][CH:10]=[C:9]([C:13]([F:16])([F:15])[F:14])[CH:8]=2)[CH2:5][CH:4](OS(C)(=O)=O)[CH2:3]1.[CH2:22]([O:24][C:25]([C:27]1[CH:28]=[N:29][NH:30][CH:31]=1)=[O:26])[CH3:23].[C:32](=O)([O-])[O-].[K+].[K+].CC(C)=O, predict the reaction product. The product is: [CH2:22]([O:24][C:25]([C:27]1[CH:28]=[N:29][N:30]([CH2:32][CH:4]2[CH2:3][C:2](=[O:1])[N:6]([C:7]3[CH:12]=[CH:11][CH:10]=[C:9]([C:13]([F:16])([F:15])[F:14])[CH:8]=3)[CH2:5]2)[CH:31]=1)=[O:26])[CH3:23]. (4) Given the reactants [NH2:1][C:2]1[C:11]2[C:6](=[CH:7][CH:8]=[CH:9][C:10]=2[O:12][CH2:13][C:14]([CH3:19])([CH3:18])[C:15]([OH:17])=O)[N:5]=[C:4]([CH3:20])[C:3]=1[C:21]([O:23][CH2:24][CH3:25])=[O:22].[CH:26]1([NH2:32])[CH2:31][CH2:30][CH2:29][CH2:28][CH2:27]1, predict the reaction product. The product is: [NH2:1][C:2]1[C:11]2[C:6](=[CH:7][CH:8]=[CH:9][C:10]=2[O:12][CH2:13][C:14]([CH3:19])([CH3:18])[C:15]([NH:32][CH:26]2[CH2:31][CH2:30][CH2:29][CH2:28][CH2:27]2)=[O:17])[N:5]=[C:4]([CH3:20])[C:3]=1[C:21]([O:23][CH2:24][CH3:25])=[O:22].